Dataset: Catalyst prediction with 721,799 reactions and 888 catalyst types from USPTO. Task: Predict which catalyst facilitates the given reaction. (1) Reactant: [CH3:1][CH2:2][C:3]1[C:21]2=[N:22][C:5](=[CH:6][C:7]3[NH:11][C:10]([CH:12]=[C:13]4[C@@H:32]([CH3:33])[C@H:31]([CH2:34][CH2:35][C:36]([O:38][CH3:39])=[O:37])[C:15]([C:16]5C(=O)O[C:25](=[O:26])[C:24]6[C:17]=5[NH:18][C:19]([C:23]=6[CH3:30])=[CH:20]2)=[N:14]4)=[C:9]([CH3:40])[C:8]=3[CH:41]=[CH2:42])[C:4]=1[CH3:43]. Product: [CH3:1][CH2:2][C:3]1[C:4]([CH3:43])=[C:5]2[NH:22][C:21]=1[CH:20]=[C:19]1[N:18]=[C:17]3[C:24]([C:25]([CH:35]([C:36]([O:38][CH3:39])=[O:37])[C:16]3=[C:15]3[N:14]=[C:13]([CH:12]=[C:10]4[NH:11][C:7](=[CH:6]2)[C:8]([CH:41]=[CH2:42])=[C:9]4[CH3:40])[CH:32]([CH3:33])[CH:31]3[CH2:34][CH2:35][C:36]([O:38][CH3:39])=[O:37])=[O:26])=[C:23]1[CH3:30]. The catalyst class is: 6. (2) Reactant: [F:1][C:2]([F:23])([F:22])[CH:3]([CH:11](C(OCC)=O)[C:12]([O:14]CC)=[O:13])[NH:4][C:5]1[CH:10]=[CH:9][CH:8]=[CH:7][CH:6]=1.[OH-].[Na+]. Product: [F:1][C:2]([F:22])([F:23])[CH:3]([NH:4][C:5]1[CH:10]=[CH:9][CH:8]=[CH:7][CH:6]=1)[CH2:11][C:12]([OH:14])=[O:13]. The catalyst class is: 97. (3) The catalyst class is: 5. Product: [NH2:26][C:10]1[C:9]2[N:27]=[C:6]([CH2:5][OH:4])[N:7]([CH2:28][C:29]([CH3:31])([OH:32])[CH3:30])[C:8]=2[C:17]2[CH:16]=[CH:15][C:14]([O:18][CH2:19][C:20]3[CH:21]=[CH:22][CH:23]=[CH:24][CH:25]=3)=[CH:13][C:12]=2[N:11]=1. Reactant: C([O:4][CH2:5][C:6]1[N:7]([CH2:28][C:29]([OH:32])([CH3:31])[CH3:30])[C:8]2[C:17]3[CH:16]=[CH:15][C:14]([O:18][CH2:19][C:20]4[CH:25]=[CH:24][CH:23]=[CH:22][CH:21]=4)=[CH:13][C:12]=3[N:11]=[C:10]([NH2:26])[C:9]=2[N:27]=1)(=O)C.[OH-].[Na+]. (4) Reactant: [Br:1][C:2]1[C:10]([N+:11]([O-:13])=[O:12])=[CH:9][CH:8]=[CH:7][C:3]=1[C:4]([OH:6])=[O:5].[C:14]([O-])([O-])=O.[Na+].[Na+].IC. Product: [Br:1][C:2]1[C:10]([N+:11]([O-:13])=[O:12])=[CH:9][CH:8]=[CH:7][C:3]=1[C:4]([O:6][CH3:14])=[O:5]. The catalyst class is: 18. (5) Reactant: [H-].[Na+].[Cl:3][C:4]1[C:9]([CH2:10][C:11]#[N:12])=[CH:8][C:7]([F:13])=[CH:6][N:5]=1.Br[CH2:15][CH2:16]Cl. Product: [Cl:3][C:4]1[C:9]([C:10]2([C:11]#[N:12])[CH2:16][CH2:15]2)=[CH:8][C:7]([F:13])=[CH:6][N:5]=1. The catalyst class is: 9. (6) Reactant: [ClH:1].[CH2:2]=O.Cl.[CH3:5][NH:6][CH3:7].[C:8]([C:11]1[S:12][CH:13]=[CH:14][CH:15]=1)(=[O:10])[CH3:9]. Product: [ClH:1].[CH3:5][N:6]([CH3:2])[CH2:7][CH2:9][C:8]([C:11]1[S:12][CH:13]=[CH:14][CH:15]=1)=[O:10]. The catalyst class is: 41. (7) Reactant: [H-].[Na+].C1COCC1.[C:8]([O:11][CH2:12][CH2:13]P(OCC)(OCC)=O)(=[O:10])[CH3:9].[F:22][C:23]1[CH:24]=[C:25]([CH:31]2[CH2:36][CH2:35][CH:34]([CH:37]=O)[CH2:33][CH2:32]2)[CH:26]=[C:27]([F:30])[C:28]=1[F:29]. Product: [CH2:12]([O:11][C:8](=[O:10])/[CH:9]=[CH:37]/[CH:34]1[CH2:33][CH2:32][CH:31]([C:25]2[CH:26]=[C:27]([F:30])[C:28]([F:29])=[C:23]([F:22])[CH:24]=2)[CH2:36][CH2:35]1)[CH3:13]. The catalyst class is: 6. (8) Reactant: [C:1]([CH:4]1[CH2:13][CH2:12][C:11]2[C:6](=[CH:7][CH:8]=[CH:9][CH:10]=2)[C:5]1=[O:14])(=[O:3])[CH3:2].C(=O)([O-])[O-].[K+].[K+].[CH2:21](Cl)[C:22]1[CH:27]=[CH:26][CH:25]=[CH:24][CH:23]=1. Product: [C:1]([C:4]1([CH2:21][C:22]2[CH:27]=[CH:26][CH:25]=[CH:24][CH:23]=2)[CH2:13][CH2:12][C:11]2[C:6](=[CH:7][CH:8]=[CH:9][CH:10]=2)[C:5]1=[O:14])(=[O:3])[CH3:2]. The catalyst class is: 10. (9) Reactant: [C:1]([C:4]12[CH2:13][CH:8]([C:9]([CH3:12])=[CH:10][CH2:11]1)[C:7](=[O:14])[CH2:6][CH:5]2[CH3:15])([CH3:3])=[CH2:2]. Product: [CH:1]([C:4]12[CH2:13][CH:8]([CH:9]([CH3:12])[CH2:10][CH2:11]1)[C:7](=[O:14])[CH2:6][CH:5]2[CH3:15])([CH3:3])[CH3:2]. The catalyst class is: 19. (10) Reactant: [CH2:1]([N:4]1[C:8]2[CH:9]=[CH:10][C:11]3[C@@H:12]([OH:30])[C@H:13]([O:23][C:24](=[O:29])[C:25]([CH3:28])([CH3:27])[CH3:26])[C@@H:14]([C:17]4[CH:22]=[CH:21][CH:20]=[CH:19][CH:18]=4)[O:15][C:16]=3[C:7]=2[N:6]=[C:5]1[CH3:31])[CH:2]=[CH2:3].O([CH2:40][CH2:41][O:42][CH3:43])S(C(F)(F)F)(=O)=O. Product: [CH2:1]([N:4]1[C:8]2[CH:9]=[CH:10][C:11]3[C@@H:12]([O:30][CH2:40][CH2:41][O:42][CH3:43])[C@H:13]([O:23][C:24](=[O:29])[C:25]([CH3:26])([CH3:27])[CH3:28])[C@@H:14]([C:17]4[CH:22]=[CH:21][CH:20]=[CH:19][CH:18]=4)[O:15][C:16]=3[C:7]=2[N:6]=[C:5]1[CH3:31])[CH:2]=[CH2:3]. The catalyst class is: 1.